From a dataset of Experimentally validated miRNA-target interactions with 360,000+ pairs, plus equal number of negative samples. Binary Classification. Given a miRNA mature sequence and a target amino acid sequence, predict their likelihood of interaction. (1) The miRNA is hsa-miR-6842-5p with sequence UGGGGGUGGUCUCUAGCCAAGG. The protein sequence of the target gene is MAALGGDGLRLLSVSRPERPPESAALGGLGPGLCCWVSVFSCLSLACSYVGSLYVWKSELPRDHPAVIKRRFTSVLVVSSLSPLCVLLWRELTGIQPGTSLLTLMGFRLEGIFPAALLPLLLTMILFLGPLMQLSMDCPCDLADGLKVVLAPRSWARCLTDMRWLRNQVIAPLTEELVFRACMLPMLAPCMGLGPAVFTCPLFFGVAHFHHIIEQLRFRQSSVGNIFLSAAFQFSYTAVFGAYTAFLFIRTGHLIGPVLCHSFCNYMGFPAVCAALEHPQRRPLLAGYALGVGLFLLLLQ.... Result: 1 (interaction). (2) The miRNA is rno-miR-23b-3p with sequence AUCACAUUGCCAGGGAUUACC. The protein sequence of the target gene is MMPGQIPDPSVTAGSLPGLGPLTGLPSSALTTEELKYADIRNIGAMIAPLHFLEVKLGKRPQPVKSELDEEEERRKRRREKNKVAAARCRNKKKERTEFLQRESERLELMNAELKTQIEELKLERQQLILMLNRHRPTCIVRTDSVRTPESEGNPLLEQLDKK. Result: 0 (no interaction).